The task is: Predict the reactants needed to synthesize the given product.. This data is from Full USPTO retrosynthesis dataset with 1.9M reactions from patents (1976-2016). (1) Given the product [F:12][C:3]1[CH:4]=[C:5]2[C:9](=[CH:10][C:2]=1[NH:1][C:20]([C:22]([O:25][C:26](=[O:28])[CH3:27])([CH3:24])[CH3:23])=[O:21])[NH:8][C:7](=[O:11])[CH2:6]2, predict the reactants needed to synthesize it. The reactants are: [NH2:1][C:2]1[CH:10]=[C:9]2[C:5]([CH2:6][C:7](=[O:11])[NH:8]2)=[CH:4][C:3]=1[F:12].N1CCCCC1.Cl[C:20]([C:22]([O:25][C:26](=[O:28])[CH3:27])([CH3:24])[CH3:23])=[O:21]. (2) Given the product [I:1][C:2]1[CH:7]=[C:6]([C:8]([F:10])([F:11])[F:9])[CH:5]=[C:4]([O:12][CH2:14][CH2:15][O:16][CH3:17])[CH:3]=1, predict the reactants needed to synthesize it. The reactants are: [I:1][C:2]1[CH:3]=[C:4]([OH:12])[CH:5]=[C:6]([C:8]([F:11])([F:10])[F:9])[CH:7]=1.Br[CH2:14][CH2:15][O:16][CH3:17].C(=O)([O-])[O-].[K+].[K+]. (3) The reactants are: [CH3:1][C:2]1([CH3:20])[O:7][C:6](=O)[NH:5][C:4]2[CH:9]=[CH:10][C:11]([C:13]3[CH:14]=[C:15]([C:18]#[N:19])[S:16][CH:17]=3)=[CH:12][C:3]1=2.COC1C=CC(P2(SP(C3C=CC(OC)=CC=3)(=S)S2)=[S:30])=CC=1. Given the product [CH3:1][C:2]1([CH3:20])[O:7][C:6](=[S:30])[NH:5][C:4]2[CH:9]=[CH:10][C:11]([C:13]3[CH:14]=[C:15]([C:18]#[N:19])[S:16][CH:17]=3)=[CH:12][C:3]1=2, predict the reactants needed to synthesize it. (4) The reactants are: [CH3:1][O:2][C:3]1[C:27]([O:28][CH3:29])=[CH:26][C:6]2[C:7]3[N:12]([CH:13]([CH2:15][C:16]([F:19])([F:18])[F:17])[CH2:14][C:5]=2[CH:4]=1)[CH:11]=[C:10]([C:20]([O:22]CC)=[O:21])[C:9](=[O:25])[CH:8]=3.O[Li].O.Cl. Given the product [CH3:1][O:2][C:3]1[C:27]([O:28][CH3:29])=[CH:26][C:6]2[C:7]3[N:12]([CH:13]([CH2:15][C:16]([F:19])([F:17])[F:18])[CH2:14][C:5]=2[CH:4]=1)[CH:11]=[C:10]([C:20]([OH:22])=[O:21])[C:9](=[O:25])[CH:8]=3, predict the reactants needed to synthesize it. (5) Given the product [CH:9]([C:17]1[CH:16]=[CH:3][CH:2]=[CH:1][C:6]=1[N:11]1[C:10]2[CH:12]=[CH:13][CH:14]=[CH:15][C:9]=2[N:8]=[C:7]1[C:1]1[CH:2]=[CH:3][CH:4]=[CH:5][CH:6]=1)([CH3:15])[CH3:10], predict the reactants needed to synthesize it. The reactants are: [C:1]1([C:7]2[NH:11][C:10]3[CH:12]=[CH:13][CH:14]=[CH:15][C:9]=3[N:8]=2)[CH:6]=[CH:5][CH:4]=[CH:3][CH:2]=1.[CH2:16](O)[CH3:17]. (6) Given the product [N:6]1([CH2:10][C@@H:11]2[CH2:14][C@H:13]([N:15]3[C:19]4[N:20]=[CH:21][N:22]=[C:23]([NH2:24])[C:18]=4[C:17]([C:36]4[CH:35]=[C:34]5[C:39]([CH:40]=[CH:41][C:32]([C:26]6[CH:31]=[CH:30][CH:29]=[CH:28][CH:27]=6)=[N:33]5)=[CH:38][CH:37]=4)=[CH:16]3)[CH2:12]2)[CH2:9][CH2:8][CH2:7]1, predict the reactants needed to synthesize it. The reactants are: CN(C=O)C.[N:6]1([CH2:10][C@@H:11]2[CH2:14][C@H:13]([N:15]3[C:19]4[N:20]=[CH:21][N:22]=[C:23]([NH2:24])[C:18]=4[C:17](I)=[CH:16]3)[CH2:12]2)[CH2:9][CH2:8][CH2:7]1.[C:26]1([C:32]2[CH:41]=[CH:40][C:39]3[C:34](=[CH:35][C:36](B4OC(C)(C)C(C)(C)C4)=[CH:37][CH:38]=3)[N:33]=2)[CH:31]=[CH:30][CH:29]=[CH:28][CH:27]=1.C([O-])([O-])=O.[Na+].[Na+].